This data is from Blood-brain barrier penetration binary classification data from Martins et al.. The task is: Regression/Classification. Given a drug SMILES string, predict its absorption, distribution, metabolism, or excretion properties. Task type varies by dataset: regression for continuous measurements (e.g., permeability, clearance, half-life) or binary classification for categorical outcomes (e.g., BBB penetration, CYP inhibition). Dataset: bbb_martins. (1) The compound is CC(=O)[C@H]1CC[C@H]2[C@@H]3CC[C@H]4C[C@H](O)CC[C@]4(C)[C@H]3C(=O)C[C@]12C. The result is 1 (penetrates BBB). (2) The result is 1 (penetrates BBB). The molecule is CN(C(=O)CNC1CC1)c1ccc(Cl)cc1C(=O)c1ccccc1Cl. (3) The molecule is CCCC(=O)O[C@]1(C(=O)CCl)[C@@H](C)C[C@H]2[C@@H]3CCC4=CC(=O)C=C[C@]4(C)[C@@]3(F)C(=O)C[C@@]21C. The result is 1 (penetrates BBB). (4) The molecule is CN1CCN(C(=O)OC2C3=C(SCCS3)C(=O)N2c2ccc3ccc(Cl)nc3n2)CC1. The result is 1 (penetrates BBB). (5) The drug is CN1C(=O)CCS(=O)(=O)C1c1ccc(Cl)c(Cl)c1. The result is 1 (penetrates BBB). (6) The result is 1 (penetrates BBB). The drug is CCC[C@]1(c2cccc(O)c2)CCN(C)C[C@@H]1C.